This data is from Full USPTO retrosynthesis dataset with 1.9M reactions from patents (1976-2016). The task is: Predict the reactants needed to synthesize the given product. Given the product [ClH:30].[CH:27]([S:24]([C:5]1[CH:4]=[CH:3][C:2]([C:31]([O:33][CH3:34])=[O:32])=[CH:7][C:6]=1[C@H:8]1[C@@H:12]([C:13]([O:15][CH3:16])=[O:14])[CH2:11][CH2:10][NH:9]1)(=[O:25])=[O:26])([CH3:28])[CH3:29], predict the reactants needed to synthesize it. The reactants are: N[C:2]1[CH:3]=[CH:4][C:5]([S:24]([CH:27]([CH3:29])[CH3:28])(=[O:26])=[O:25])=[C:6]([C@@H:8]2[C@@H:12]([C:13]([O:15][CH3:16])=[O:14])[CH2:11][CH2:10][N:9]2C(OC(C)(C)C)=O)[CH:7]=1.[Cl:30][C:31]([O:33][CH3:34])=[O:32].Cl.